From a dataset of Merck oncology drug combination screen with 23,052 pairs across 39 cell lines. Regression. Given two drug SMILES strings and cell line genomic features, predict the synergy score measuring deviation from expected non-interaction effect. (1) Drug 1: COC12C(COC(N)=O)C3=C(C(=O)C(C)=C(N)C3=O)N1CC1NC12. Drug 2: O=C(O)C1(Cc2cccc(Nc3nccs3)n2)CCC(Oc2cccc(Cl)c2F)CC1. Cell line: HCT116. Synergy scores: synergy=-0.349. (2) Drug 1: O=C(O)C1(Cc2cccc(Nc3nccs3)n2)CCC(Oc2cccc(Cl)c2F)CC1. Drug 2: Cn1cc(-c2cnn3c(N)c(Br)c(C4CCCNC4)nc23)cn1. Cell line: UWB1289. Synergy scores: synergy=-0.922. (3) Drug 1: COc1cc(C2c3cc4c(cc3C(OC3OC5COC(C)OC5C(O)C3O)C3COC(=O)C23)OCO4)cc(OC)c1O. Drug 2: COC1=C2CC(C)CC(OC)C(O)C(C)C=C(C)C(OC(N)=O)C(OC)C=CC=C(C)C(=O)NC(=CC1=O)C2=O. Cell line: DLD1. Synergy scores: synergy=4.74. (4) Cell line: A2780. Drug 1: O=S1(=O)NC2(CN1CC(F)(F)F)C1CCC2Cc2cc(C=CCN3CCC(C(F)(F)F)CC3)ccc2C1. Synergy scores: synergy=31.1. Drug 2: NC1(c2ccc(-c3nc4ccn5c(=O)[nH]nc5c4cc3-c3ccccc3)cc2)CCC1. (5) Drug 1: COC1CC2CCC(C)C(O)(O2)C(=O)C(=O)N2CCCCC2C(=O)OC(C(C)CC2CCC(OP(C)(C)=O)C(OC)C2)CC(=O)C(C)C=C(C)C(O)C(OC)C(=O)C(C)CC(C)C=CC=CC=C1C. Drug 2: CCc1c2c(nc3ccc(O)cc13)-c1cc3c(c(=O)n1C2)COC(=O)C3(O)CC. Cell line: SW620. Synergy scores: synergy=4.71.